The task is: Predict the reaction yield, written as a fraction of the theoretical maximum amount of product (1.0 means a 100% yield; for example, 0.34 means a 34% yield).. This data is from Reaction yield outcomes from USPTO patents with 853,638 reactions. (1) The reactants are [CH2:1]([O:3][C:4]([N:6]1[CH2:11][CH2:10][CH:9]([NH2:12])[C:8]([CH3:14])([CH3:13])[CH2:7]1)=[O:5])[CH3:2].[H-].[Na+].[Cl:17][C:18]1[CH:19]=[C:20]2[C:25](=[CH:26][CH:27]=1)[O:24][C:23](=[O:28])[CH:22]=[C:21]2OS(C(F)(F)F)(=O)=O. The catalyst is CN(C=O)C. The product is [CH2:1]([O:3][C:4]([N:6]1[CH2:11][CH2:10][CH:9]([NH:12][C:21]2[C:20]3[C:25](=[CH:26][CH:27]=[C:18]([Cl:17])[CH:19]=3)[O:24][C:23](=[O:28])[CH:22]=2)[C:8]([CH3:13])([CH3:14])[CH2:7]1)=[O:5])[CH3:2]. The yield is 0.560. (2) The reactants are [CH2:1]([O:3][CH2:4][CH2:5][NH2:6])[CH3:2].C(N(C(C)C)CC)(C)C.[CH:16]1[C:21]([S:22](Cl)(=[O:24])=[O:23])=[CH:20][CH:19]=[C:18]([I:26])[CH:17]=1. The catalyst is C(Cl)Cl. The product is [CH2:1]([O:3][CH2:4][CH2:5][NH:6][S:22]([C:21]1[CH:16]=[CH:17][C:18]([I:26])=[CH:19][CH:20]=1)(=[O:24])=[O:23])[CH3:2]. The yield is 0.980. (3) The reactants are [C:1]1([C:25]2[CH:30]=[CH:29][CH:28]=[CH:27][CH:26]=2)[CH:6]=[CH:5][CH:4]=[C:3]([NH:7][C:8](=[O:24])[CH2:9][CH2:10][CH2:11][CH2:12][CH2:13][NH:14][C:15](=[O:23])[CH2:16][S:17][CH2:18][C:19]([O:21]C)=[O:20])[CH:2]=1.CO.O.[OH-].[Li+].Cl. The catalyst is C1COCC1.O. The product is [C:1]1([C:25]2[CH:30]=[CH:29][CH:28]=[CH:27][CH:26]=2)[CH:6]=[CH:5][CH:4]=[C:3]([NH:7][C:8](=[O:24])[CH2:9][CH2:10][CH2:11][CH2:12][CH2:13][NH:14][C:15](=[O:23])[CH2:16][S:17][CH2:18][C:19]([OH:21])=[O:20])[CH:2]=1. The yield is 0.650. (4) The reactants are [NH2:1][C:2]1[CH:11]=[CH:10][C:5]([C:6]([O:8][CH3:9])=[O:7])=[C:4]([O:12][CH3:13])[CH:3]=1.C(N(CC)CC)C.[C:21](Cl)(=[O:23])[CH3:22]. The catalyst is ClCCl. The product is [C:21]([NH:1][C:2]1[CH:11]=[CH:10][C:5]([C:6]([O:8][CH3:9])=[O:7])=[C:4]([O:12][CH3:13])[CH:3]=1)(=[O:23])[CH3:22]. The yield is 1.00.